Dataset: Peptide-MHC class II binding affinity with 134,281 pairs from IEDB. Task: Regression. Given a peptide amino acid sequence and an MHC pseudo amino acid sequence, predict their binding affinity value. This is MHC class II binding data. The peptide sequence is DDLMIRVIAQGPTAT. The MHC is DRB1_0401 with pseudo-sequence DRB1_0401. The binding affinity (normalized) is 0.430.